From a dataset of Catalyst prediction with 721,799 reactions and 888 catalyst types from USPTO. Predict which catalyst facilitates the given reaction. (1) Reactant: C1(CC[C:16](O)=[O:17])C2NC3C(=CC=CC=3)C=2C=CC=1.[CH2:19]([NH:21][CH2:22][CH3:23])[CH3:20].[CH:24]1(N=C=N[CH:25]2[CH2:24]CC[CH2:27][CH2:26]2)CC[CH2:27][CH2:26][CH2:25]1.[CH2:39]([N:41]([C:44]1[CH:49]=[CH:48][CH:47]=[CH:46]N=1)[CH2:42][CH3:43])[CH3:40].Cl[CH2:51]Cl. Product: [CH:43]1[C:42]2[N:41]([CH2:39][CH2:40][C:16]([N:21]([CH2:22][CH3:23])[CH2:19][CH3:20])=[O:17])[C:44]3[C:49](=[CH:48][CH:47]=[CH:46][CH:51]=3)[C:27]=2[CH:26]=[CH:25][CH:24]=1. The catalyst class is: 81. (2) Reactant: [CH2:1]([O:3][C:4]([C:6]1[N:7]([CH3:22])[C:8]([CH2:20][CH3:21])=[C:9]([C:18]#[N:19])[C:10]=1[C:11]1[CH:16]=[CH:15][C:14]([OH:17])=[CH:13][CH:12]=1)=[O:5])[CH3:2].[H-].[Na+].O. Product: [CH2:1]([O:3][C:4]([C:6]1[N:7]([CH3:22])[C:8]([CH2:20][CH3:21])=[C:9]([C:18]#[N:19])[C:10]=1[C:11]1[CH:16]=[CH:15][C:14]([O:17][CH2:8][CH2:9][CH2:10][C:6]#[N:7])=[CH:13][CH:12]=1)=[O:5])[CH3:2]. The catalyst class is: 3. (3) Reactant: [F:1][C:2]1[CH:7]=[C:6]([CH:8]([CH3:12])[C:9]([OH:11])=O)[CH:5]=[CH:4][C:3]=1[C:13]1[CH:18]=[CH:17][CH:16]=[CH:15][CH:14]=1.C1C=CC2N(O)N=NC=2C=1.C(N(CC)CC)C.C(Cl)CCl.[CH3:40][CH:41]([CH3:44])[CH2:42][NH2:43]. Product: [F:1][C:2]1[CH:7]=[C:6]([CH:8]([CH3:12])[C:9]([NH:43][CH2:42][CH:41]([CH3:44])[CH3:40])=[O:11])[CH:5]=[CH:4][C:3]=1[C:13]1[CH:18]=[CH:17][CH:16]=[CH:15][CH:14]=1. The catalyst class is: 4. (4) Reactant: [NH2:1][C:2]1[S:3][C:4]([C:9](=[O:12])[CH2:10][CH3:11])=[C:5]([CH2:7][CH3:8])[N:6]=1.[Br:13]Br. Product: [NH2:1][C:2]1[S:3][C:4]([C:9](=[O:12])[CH:10]([Br:13])[CH3:11])=[C:5]([CH2:7][CH3:8])[N:6]=1. The catalyst class is: 15. (5) Reactant: Cl[C:2]1[C:11]2[C:6](=[C:7]([N+:12]([O-:14])=[O:13])[CH:8]=[CH:9][CH:10]=2)[N:5]=[C:4]([CH3:15])[N:3]=1.Cl.[F:17][C:18]1([F:25])[CH2:23][CH2:22][CH:21]([NH2:24])[CH2:20][CH2:19]1.C([O-])([O-])=O.[K+].[K+]. Product: [F:17][C:18]1([F:25])[CH2:23][CH2:22][CH:21]([NH:24][C:2]2[C:11]3[C:6](=[C:7]([N+:12]([O-:14])=[O:13])[CH:8]=[CH:9][CH:10]=3)[N:5]=[C:4]([CH3:15])[N:3]=2)[CH2:20][CH2:19]1. The catalyst class is: 23. (6) Reactant: C([O:3][C:4](=[O:17])[CH2:5][CH:6]1[CH2:14][C:13]2[C:8](=[CH:9][C:10]([Br:15])=[CH:11][CH:12]=2)[C:7]1=[O:16])C.C(NB)(C)(C)C.[OH-].[Na+]. The catalyst class is: 1. Product: [Br:15][C:10]1[CH:9]=[C:8]2[C:13]([CH2:14][CH:6]([CH2:5][C:4]([OH:17])=[O:3])[CH:7]2[OH:16])=[CH:12][CH:11]=1.